This data is from Reaction yield outcomes from USPTO patents with 853,638 reactions. The task is: Predict the reaction yield, written as a fraction of the theoretical maximum amount of product (1.0 means a 100% yield; for example, 0.34 means a 34% yield). (1) The reactants are CC(C)(C)[C@H](NC(=O)[C@@H](NC)C)C(N1[C@H](C([NH:18][C@H:19]2[C:28]3[C:23](=[CH:24][CH:25]=[CH:26][CH:27]=3)[CH2:22][CH2:21][CH2:20]2)=O)CC2C(=CC(C(N[C@H]3C[C@@H](C(=O)[NH:18][C@H:19]4[C:28]5[C:23](=[CH:24][CH:25]=[CH:26][CH:27]=5)[CH2:22][CH2:21][CH2:20]4)N(C(=O)[C@@H](NC(=O)[C@@H](NC)C)C(C)(C)C)C3)=O)=CC=2)C1)=O.[C:73]([O:77][C:78]([N:80]1[CH2:84][C:83](=[O:85])[CH2:82][C@H:81]1[C:86]([OH:88])=O)=[O:79])([CH3:76])([CH3:75])[CH3:74].[C@H]1(N)C2C(=CC=CC=2)CCC1. No catalyst specified. The product is [O:85]=[C:83]1[CH2:84][N:80]([C:78]([O:77][C:73]([CH3:74])([CH3:75])[CH3:76])=[O:79])[C@H:81]([C:86](=[O:88])[NH:18][C@H:19]2[C:28]3[C:23](=[CH:24][CH:25]=[CH:26][CH:27]=3)[CH2:22][CH2:21][CH2:20]2)[CH2:82]1. The yield is 1.00. (2) The reactants are [Cl:1][C:2]1[CH:10]=[C:9]2[C:5]([CH2:6][C:7](=[O:11])[NH:8]2)=[CH:4][CH:3]=1.[Cl:12][C:13]1[CH:14]=[C:15]([CH:18]=O)[S:16][CH:17]=1.N1CCCC1. No catalyst specified. The product is [Cl:1][C:2]1[CH:10]=[C:9]2[C:5](/[C:6](=[CH:18]/[C:15]3[S:16][CH:17]=[C:13]([Cl:12])[CH:14]=3)/[C:7](=[O:11])[NH:8]2)=[CH:4][CH:3]=1. The yield is 0.620. (3) The reactants are [CH3:1][O:2][C:3](=[O:12])[C:4]1[CH:9]=[CH:8][C:7](N)=[C:6]([Br:11])[CH:5]=1.N(OC(C)(C)C)=O.B(F)(F)F.CCOCC.[Cu][C:30]#[N:31].[C-]#N.[Na+]. The catalyst is ClCCl.O.C(OCC)(=O)C.C(OCC)C. The product is [CH3:1][O:2][C:3](=[O:12])[C:4]1[CH:9]=[CH:8][C:7]([C:30]#[N:31])=[C:6]([Br:11])[CH:5]=1. The yield is 0.390. (4) The reactants are C(O[C:6](=[O:15])[NH:7][C@H:8]1[CH2:13][CH2:12][C@@H:11]([NH2:14])[CH2:10][CH2:9]1)(C)(C)C.CCN(C(C)C)C(C)C.[O:25]([C:32]1[N:40]=[CH:39][CH:38]=[CH:37][C:33]=1C(Cl)=O)[C:26]1[CH:31]=[CH:30][CH:29]=[CH:28][CH:27]=1. The catalyst is C(Cl)(Cl)Cl. The product is [NH2:14][C@@H:11]1[CH2:10][CH2:9][C@H:8]([NH:7][C:6](=[O:15])[C:33]2[CH:37]=[CH:38][CH:39]=[N:40][C:32]=2[O:25][C:26]2[CH:27]=[CH:28][CH:29]=[CH:30][CH:31]=2)[CH2:13][CH2:12]1. The yield is 0.410. (5) The reactants are [H-].[Na+].[CH3:3][O:4][CH2:5][CH2:6][NH:7][S:8]([C:11]1[CH:16]=[CH:15][C:14]([I:17])=[CH:13][CH:12]=1)(=[O:10])=[O:9].I[CH3:19].O. The catalyst is C1COCC1. The product is [CH3:3][O:4][CH2:5][CH2:6][N:7]([CH3:19])[S:8]([C:11]1[CH:16]=[CH:15][C:14]([I:17])=[CH:13][CH:12]=1)(=[O:10])=[O:9]. The yield is 0.690. (6) The reactants are [C:1]([NH:4][CH:5]([C:9]1[CH:14]=[CH:13][CH:12]=[C:11]([O:15][CH2:16][C:17]2[CH:22]=[CH:21][CH:20]=[CH:19][C:18]=2[Cl:23])[C:10]=1[O:24][CH2:25][C:26]1[CH:31]=[CH:30][CH:29]=[CH:28][C:27]=1[Cl:32])[C:6]([OH:8])=[O:7])(=[O:3])[CH3:2].C(N(CC)CC)C.C(Cl)(=O)[C:41]1[CH:46]=[CH:45]C=[CH:43][CH:42]=1. The catalyst is C1COCC1.CN(C1C=CN=CC=1)C.CCOC(C)=O. The product is [C:1]([NH:4][CH:5]([C:9]1[CH:14]=[CH:13][CH:12]=[C:11]([O:15][CH2:16][C:17]2[CH:22]=[CH:21][CH:20]=[CH:19][C:18]=2[Cl:23])[C:10]=1[O:24][CH2:25][C:26]1[CH:31]=[CH:30][CH:29]=[CH:28][C:27]=1[Cl:32])[C:6]([OH:8])=[O:7])(=[O:3])[C:2]1[CH:45]=[CH:46][CH:41]=[CH:42][CH:43]=1. The yield is 0.710.